Dataset: Peptide-MHC class I binding affinity with 185,985 pairs from IEDB/IMGT. Task: Regression. Given a peptide amino acid sequence and an MHC pseudo amino acid sequence, predict their binding affinity value. This is MHC class I binding data. (1) The peptide sequence is NAVYQCRKLR. The MHC is HLA-A11:01 with pseudo-sequence HLA-A11:01. The binding affinity (normalized) is 0.0961. (2) The peptide sequence is VMETENALF. The MHC is HLA-A11:01 with pseudo-sequence HLA-A11:01. The binding affinity (normalized) is 0.0847. (3) The peptide sequence is KIISEIGQL. The MHC is HLA-A01:01 with pseudo-sequence HLA-A01:01. The binding affinity (normalized) is 0.0847. (4) The peptide sequence is FFVYENAFL. The MHC is HLA-A23:01 with pseudo-sequence HLA-A23:01. The binding affinity (normalized) is 0.185. (5) The peptide sequence is LVGPTPVNI. The MHC is HLA-B15:01 with pseudo-sequence HLA-B15:01. The binding affinity (normalized) is 0.00390. (6) The peptide sequence is SYDSCDRLT. The MHC is H-2-Kd with pseudo-sequence H-2-Kd. The binding affinity (normalized) is 0.243. (7) The MHC is HLA-A02:01 with pseudo-sequence HLA-A02:01. The binding affinity (normalized) is 0.327. The peptide sequence is ALEQYGIENT. (8) The peptide sequence is RVATENIAV. The MHC is HLA-B39:01 with pseudo-sequence HLA-B39:01. The binding affinity (normalized) is 0.266. (9) The MHC is HLA-B27:05 with pseudo-sequence HLA-B27:05. The binding affinity (normalized) is 0.177. The peptide sequence is RRPVVTAHIEG.